Dataset: Peptide-MHC class II binding affinity with 134,281 pairs from IEDB. Task: Regression. Given a peptide amino acid sequence and an MHC pseudo amino acid sequence, predict their binding affinity value. This is MHC class II binding data. (1) The peptide sequence is KFTYLINYIQDEINT. The MHC is HLA-DQA10501-DQB10201 with pseudo-sequence HLA-DQA10501-DQB10201. The binding affinity (normalized) is 0.770. (2) The peptide sequence is REETQQKSNLELLRI. The MHC is DRB4_0101 with pseudo-sequence DRB4_0103. The binding affinity (normalized) is 0.635. (3) The peptide sequence is GILQIVDKIDAAFKI. The MHC is DRB5_0101 with pseudo-sequence DRB5_0101. The binding affinity (normalized) is 0.794. (4) The peptide sequence is ARARRAAIAAAGASR. The MHC is HLA-DQA10102-DQB10602 with pseudo-sequence HLA-DQA10102-DQB10602. The binding affinity (normalized) is 0.186. (5) The binding affinity (normalized) is 0.595. The MHC is DRB1_0401 with pseudo-sequence DRB1_0401. The peptide sequence is MHHWLLFEMSRHSLE. (6) The peptide sequence is MKYTCLNSEKEFERA. The MHC is DRB1_0101 with pseudo-sequence DRB1_0101. The binding affinity (normalized) is 0.761. (7) The peptide sequence is AAAQASAAAAAYEAA. The MHC is DRB1_0405 with pseudo-sequence DRB1_0405. The binding affinity (normalized) is 0.181.